Dataset: Reaction yield outcomes from USPTO patents with 853,638 reactions. Task: Predict the reaction yield, written as a fraction of the theoretical maximum amount of product (1.0 means a 100% yield; for example, 0.34 means a 34% yield). (1) The reactants are [CH:1]([C:3]1[C:12]([Br:13])=[CH:11][C:10]2[C:9]([CH3:15])([CH3:14])[CH2:8][CH2:7][C:6]([CH3:17])([CH3:16])[C:5]=2[CH:4]=1)=[O:2].[CH2:18](O)[CH2:19][OH:20].O.C1(C)C=CC(S(O)(=O)=O)=CC=1. The catalyst is C1C=CC=CC=1. The product is [O:2]1[CH2:18][CH2:19][O:20][CH:1]1[C:3]1[C:12]([Br:13])=[CH:11][C:10]2[C:9]([CH3:15])([CH3:14])[CH2:8][CH2:7][C:6]([CH3:17])([CH3:16])[C:5]=2[CH:4]=1. The yield is 0.720. (2) The reactants are [O:1]1[C:10]2[CH:9]=[C:8]([CH2:11][N:12]([CH:20]3[CH2:25][CH2:24][N:23]([CH2:26][CH2:27][N:28]4[C:37]5[C:32](=[N:33][CH:34]=[C:35]([O:38][CH3:39])[CH:36]=5)[CH:31]=[CH:30][C:29]4=[O:40])[CH2:22][CH2:21]3)C(=O)OC(C)(C)C)[N:7]=[CH:6][C:5]=2[O:4][CH2:3][CH2:2]1.[ClH:41].C([O-])(O)=O.[Na+]. The catalyst is C(Cl)(Cl)Cl.CO.O1CCOCC1. The product is [ClH:41].[O:1]1[C:10]2[CH:9]=[C:8]([CH2:11][NH:12][CH:20]3[CH2:25][CH2:24][N:23]([CH2:26][CH2:27][N:28]4[C:37]5[C:32](=[N:33][CH:34]=[C:35]([O:38][CH3:39])[CH:36]=5)[CH:31]=[CH:30][C:29]4=[O:40])[CH2:22][CH2:21]3)[N:7]=[CH:6][C:5]=2[O:4][CH2:3][CH2:2]1. The yield is 0.680. (3) The product is [Br:22][C:23]1[CH:28]=[CH:27][C:26]([C:29]2[CH:34]=[CH:33][C:32]([C:2]3[C:3]4[C:8]([C:9]([C:16]5[CH:21]=[CH:20][CH:19]=[CH:18][CH:17]=5)=[C:10]5[C:15]=3[CH:14]=[CH:13][CH:12]=[CH:11]5)=[CH:7][CH:6]=[CH:5][CH:4]=4)=[CH:31][CH:30]=2)=[CH:25][CH:24]=1. The catalyst is C1C=CC([P]([Pd]([P](C2C=CC=CC=2)(C2C=CC=CC=2)C2C=CC=CC=2)([P](C2C=CC=CC=2)(C2C=CC=CC=2)C2C=CC=CC=2)[P](C2C=CC=CC=2)(C2C=CC=CC=2)C2C=CC=CC=2)(C2C=CC=CC=2)C2C=CC=CC=2)=CC=1.C1(C)C=CC=CC=1. The yield is 0.450. The reactants are I[C:2]1[C:3]2[C:8]([C:9]([C:16]3[CH:21]=[CH:20][CH:19]=[CH:18][CH:17]=3)=[C:10]3[C:15]=1[CH:14]=[CH:13][CH:12]=[CH:11]3)=[CH:7][CH:6]=[CH:5][CH:4]=2.[Br:22][C:23]1[CH:28]=[CH:27][C:26]([C:29]2[CH:34]=[CH:33][C:32](B(O)O)=[CH:31][CH:30]=2)=[CH:25][CH:24]=1.C(=O)([O-])[O-].[K+].[K+]. (4) The reactants are [CH3:1][N:2]1[C:6]([OH:7])=[CH:5][C:4]([C:8]([F:11])([F:10])[F:9])=[N:3]1.[O:12](S(C(F)(F)F)(=O)=O)[S:13]([C:16]([F:19])([F:18])[F:17])(=O)=[O:14].O. The catalyst is C(Cl)Cl. The product is [CH3:1][N:2]1[C:6]([O:7][S:13]([C:16]([F:19])([F:18])[F:17])(=[O:14])=[O:12])=[CH:5][C:4]([C:8]([F:9])([F:10])[F:11])=[N:3]1. The yield is 0.800. (5) The reactants are [F:1][C:2]1[CH:7]=[CH:6][C:5]([N:8]2[C:16]3[C:11](=[CH:12][C:13]([CH:17]([C:21]4[CH:26]=[CH:25][CH:24]=[CH:23][CH:22]=4)[CH2:18][CH2:19][NH2:20])=[CH:14][CH:15]=3)[CH:10]=[N:9]2)=[CH:4][CH:3]=1.[F:27][C:28]([F:34])([F:33])[CH2:29][C:30](O)=[O:31]. No catalyst specified. The product is [F:27][C:28]([F:34])([F:33])[CH2:29][C:30]([NH:20][CH2:19][CH2:18][CH:17]([C:13]1[CH:12]=[C:11]2[C:16](=[CH:15][CH:14]=1)[N:8]([C:5]1[CH:4]=[CH:3][C:2]([F:1])=[CH:7][CH:6]=1)[N:9]=[CH:10]2)[C:21]1[CH:22]=[CH:23][CH:24]=[CH:25][CH:26]=1)=[O:31]. The yield is 0.970. (6) The reactants are [CH3:1][C:2]1([CH3:16])[C:7](=[O:8])[NH:6][C:5]2[CH:9]=[C:10]([N+:13]([O-:15])=[O:14])[CH:11]=[CH:12][C:4]=2[O:3]1.[H-].[Na+].[CH3:19]I. The catalyst is C1COCC1. The product is [CH3:1][C:2]1([CH3:16])[C:7](=[O:8])[N:6]([CH3:19])[C:5]2[CH:9]=[C:10]([N+:13]([O-:15])=[O:14])[CH:11]=[CH:12][C:4]=2[O:3]1. The yield is 0.910. (7) The reactants are [Cl:1][C:2]1[CH:10]=[C:9]([N+:11]([O-:13])=[O:12])[CH:8]=[CH:7][C:3]=1[C:4](O)=[O:5].S(Cl)([Cl:16])=O. No catalyst specified. The product is [Cl:1][C:2]1[CH:10]=[C:9]([N+:11]([O-:13])=[O:12])[CH:8]=[CH:7][C:3]=1[C:4]([Cl:16])=[O:5]. The yield is 0.917. (8) The yield is 0.790. The catalyst is C1COCC1. The reactants are [F:1][C:2]1[CH:3]=[C:4]([C@@H:14]([NH:16][C:17](=[O:23])[O:18][C:19]([CH3:22])([CH3:21])[CH3:20])[CH3:15])[CH:5]=[CH:6][C:7]=1[C:8](=[O:13])N(OC)C.[H-].[H-].[H-].[H-].[Li+].[Al+3].CCOC(C)=O.CCCCCCC. The product is [F:1][C:2]1[CH:3]=[C:4]([C@@H:14]([NH:16][C:17](=[O:23])[O:18][C:19]([CH3:22])([CH3:21])[CH3:20])[CH3:15])[CH:5]=[CH:6][C:7]=1[CH:8]=[O:13]. (9) The reactants are [OH:1][C:2]1[CH:7]=[CH:6][C:5]([C:8](=[O:11])[CH2:9][CH3:10])=[CH:4][C:3]=1[CH:12]([CH3:14])[CH3:13].[F:15][C:16]([F:29])([F:28])[S:17](O[S:17]([C:16]([F:29])([F:28])[F:15])(=[O:19])=[O:18])(=[O:19])=[O:18]. No catalyst specified. The product is [F:15][C:16]([F:29])([F:28])[S:17]([O:1][C:2]1[CH:7]=[CH:6][C:5]([C:8](=[O:11])[CH2:9][CH3:10])=[CH:4][C:3]=1[CH:12]([CH3:13])[CH3:14])(=[O:19])=[O:18]. The yield is 1.00.